From a dataset of Full USPTO retrosynthesis dataset with 1.9M reactions from patents (1976-2016). Predict the reactants needed to synthesize the given product. (1) Given the product [C:39]([O:8][C:9]([N:11]1[CH2:16][CH2:15][O:14][CH2:13][C@H:12]1[CH2:17][O:18][CH:19]1[CH2:20][CH2:21][CH:22]([C:23]([O:25][CH3:26])=[O:24])[CH2:27][CH2:28]1)=[O:10])([CH3:42])([CH3:41])[CH3:40], predict the reactants needed to synthesize it. The reactants are: C([O:8][C:9]([N:11]1[CH2:16][CH2:15][O:14][CH2:13][C@H:12]1[CH2:17][O:18][C:19]1[CH:28]=[CH:27][C:22]([C:23]([O:25][CH3:26])=[O:24])=[CH:21][CH:20]=1)=[O:10])C1C=CC=CC=1.C(N(CC)CC)C.C(OC(O[C:39]([CH3:42])([CH3:41])[CH3:40])=O)(O[C:39]([CH3:42])([CH3:41])[CH3:40])=O. (2) Given the product [Cl:16][C:17]1[C:24]([C:25]([F:27])([F:28])[F:26])=[CH:23][CH:22]=[CH:21][C:18]=1[CH2:19][NH:20][C:12](=[O:14])[CH:9]([N:8]([CH3:15])[C:6](=[O:7])[O:5][C:2]([CH3:1])([CH3:3])[CH3:4])[CH2:10][OH:11], predict the reactants needed to synthesize it. The reactants are: [CH3:1][C:2]([O:5][C:6]([N:8]([CH3:15])[C@H:9]([C:12]([OH:14])=O)[CH2:10][OH:11])=[O:7])([CH3:4])[CH3:3].[Cl:16][C:17]1[C:24]([C:25]([F:28])([F:27])[F:26])=[CH:23][CH:22]=[CH:21][C:18]=1[CH2:19][NH2:20].C(OC1C=CC2C(=CC=CC=2)N1C(OCC)=O)C. (3) Given the product [Cl:16][CH2:15][CH2:14][CH2:13][CH2:12][CH2:11][N:1]1[C:5]2[CH:6]=[CH:7][CH:8]=[CH:9][C:4]=2[N:3]=[N:2]1, predict the reactants needed to synthesize it. The reactants are: [NH:1]1[C:5]2[CH:6]=[CH:7][CH:8]=[CH:9][C:4]=2[N:3]=[N:2]1.Br[CH2:11][CH2:12][CH2:13][CH2:14][CH2:15][Cl:16]. (4) Given the product [CH2:18]([C:20]1[N:21]([C:2]2[N:10]=[C:9]3[C:5]([N:6]=[CH:7][N:8]3[CH3:11])=[C:4]([N:12]3[CH2:17][CH2:16][O:15][CH2:14][CH2:13]3)[N:3]=2)[C:22]2[CH:28]=[CH:27][CH:26]=[CH:25][C:23]=2[N:24]=1)[CH3:19], predict the reactants needed to synthesize it. The reactants are: Cl[C:2]1[N:10]=[C:9]2[C:5]([N:6]=[CH:7][N:8]2[CH3:11])=[C:4]([N:12]2[CH2:17][CH2:16][O:15][CH2:14][CH2:13]2)[N:3]=1.[CH2:18]([C:20]1[NH:21][C:22]2[CH:28]=[CH:27][CH:26]=[CH:25][C:23]=2[N:24]=1)[CH3:19].CC(C1C=C(C(C)C)C(C2C=CC=CC=2P(C2CCCCC2)C2CCCCC2)=C(C(C)C)C=1)C.C([O-])([O-])=O.[Cs+].[Cs+]. (5) Given the product [CH2:20]([O:19][C:26]1[C:27]2[N:35]=[C:34]([C:36]3[CH:41]=[CH:40][C:39]([F:42])=[CH:38][CH:37]=3)[CH:33]=[CH:32][C:28]=2[N:29]=[CH:30][N:31]=1)[CH3:21], predict the reactants needed to synthesize it. The reactants are: ClC1C2N=C(C3C=CC(F)=CC=3)C=CC=2N=CN=1.[O:19]([C:26]1[C:27]2[N:35]=[C:34]([C:36]3[CH:41]=[CH:40][C:39]([F:42])=[CH:38][CH:37]=3)[CH:33]=[CH:32][C:28]=2[N:29]=[CH:30][N:31]=1)[C:20]1C=CC=C[CH:21]=1. (6) Given the product [Cl:30][C:31]1[CH:36]=[CH:35][CH:34]=[C:33]([Cl:37])[C:32]=1[O:29][CH:8]([C:5]1[CH:4]=[CH:3][C:2]([F:1])=[CH:7][CH:6]=1)[CH2:9][CH2:10][N:11]1[CH2:16][CH2:15][CH:14]([C:17]2[CH:18]=[C:19]([NH:23][C:24](=[O:28])[CH:25]([CH3:26])[CH3:27])[CH:20]=[CH:21][CH:22]=2)[CH2:13][CH2:12]1, predict the reactants needed to synthesize it. The reactants are: [F:1][C:2]1[CH:7]=[CH:6][C:5]([CH:8]([OH:29])[CH2:9][CH2:10][N:11]2[CH2:16][CH2:15][CH:14]([C:17]3[CH:18]=[C:19]([NH:23][C:24](=[O:28])[CH:25]([CH3:27])[CH3:26])[CH:20]=[CH:21][CH:22]=3)[CH2:13][CH2:12]2)=[CH:4][CH:3]=1.[Cl:30][C:31]1[CH:36]=[CH:35][CH:34]=[C:33]([Cl:37])[C:32]=1O. (7) Given the product [NH:18]1[CH2:19][CH2:20][CH:15]([C:12]2[CH:13]=[CH:14][C:9]([NH2:8])=[CH:10][CH:11]=2)[CH2:16][CH2:17]1, predict the reactants needed to synthesize it. The reactants are: C(O)(C(F)(F)F)=O.[NH2:8][C:9]1[CH:14]=[CH:13][C:12]([CH:15]2[CH2:20][CH2:19][N:18](C(OC(C)(C)C)=O)[CH2:17][CH2:16]2)=[CH:11][CH:10]=1.